This data is from Forward reaction prediction with 1.9M reactions from USPTO patents (1976-2016). The task is: Predict the product of the given reaction. (1) Given the reactants [ClH:1].[NH2:2][CH:3]([C:11](=O)C(C)C)[CH2:4][C:5]1[CH:10]=CC=C[CH:6]=1.[CH3:16][CH:17]([CH3:21])CC=O.C1([NH2:25])CC1.C[Si](C#N)(C)C, predict the reaction product. The product is: [ClH:1].[CH:21]1([NH:2][CH:3]([CH2:4][CH:5]([CH3:6])[CH3:10])[C:11]#[N:25])[CH2:17][CH2:16]1. (2) Given the reactants [NH2:1][CH2:2][C:3]([CH3:7])([CH3:6])[CH2:4][OH:5].[CH3:8][O:9][C:10]1[CH:19]=[CH:18][C:13]([CH2:14][N:15]=[C:16]=[O:17])=[CH:12][CH:11]=1, predict the reaction product. The product is: [OH:5][CH2:4][C:3]([CH3:7])([CH3:6])[CH2:2][NH:1][C:16]([NH:15][CH2:14][C:13]1[CH:18]=[CH:19][C:10]([O:9][CH3:8])=[CH:11][CH:12]=1)=[O:17]. (3) The product is: [CH:21]([O:20][C:16]1[CH:15]=[C:14]([C:11]2[C:12]3[O:13][C:5]([CH:4]=[O:3])=[CH:6][C:7]=3[CH:8]=[N:9][CH:10]=2)[CH:19]=[CH:18][CH:17]=1)([CH3:23])[CH3:22]. Given the reactants C([O:3][CH:4](OCC)[C:5]1[O:13][C:12]2[C:11]([C:14]3[CH:19]=[CH:18][CH:17]=[C:16]([O:20][CH:21]([CH3:23])[CH3:22])[CH:15]=3)=[CH:10][N:9]=[CH:8][C:7]=2[CH:6]=1)C.Cl.C(=O)(O)[O-].[Na+], predict the reaction product. (4) Given the reactants ClCC([O:5][C@@H:6]1[C@@H:19]([O:20][C:21](=[O:26])[C:22]([CH3:25])([CH3:24])[CH3:23])[C@H:18]([F:27])[C@@H:17]([CH2:28][O:29][C:30](=[O:35])[C:31]([CH3:34])([CH3:33])[CH3:32])[O:16][C@H:7]1[O:8][CH2:9][C:10]1[CH:15]=[CH:14][CH:13]=[CH:12][CH:11]=1)=O.C[O-].[Na+], predict the reaction product. The product is: [F:27][C@@H:18]1[C@@H:17]([CH2:28][O:29][C:30](=[O:35])[C:31]([CH3:34])([CH3:33])[CH3:32])[O:16][C@@H:7]([O:8][CH2:9][C:10]2[CH:11]=[CH:12][CH:13]=[CH:14][CH:15]=2)[C@H:6]([OH:5])[C@H:19]1[O:20][C:21](=[O:26])[C:22]([CH3:25])([CH3:24])[CH3:23]. (5) Given the reactants [CH3:1][C:2]1[NH:3][C:4]2[C:9]([CH:10]=1)=[C:8]([C:11]([F:14])([F:13])[F:12])[C:7]([C:15]#[N:16])=[CH:6][CH:5]=2.Cl[CH2:18][C:19]1[O:23][N:22]=[C:21]([C:24]2[CH:29]=[CH:28][CH:27]=[CH:26][CH:25]=2)[CH:20]=1, predict the reaction product. The product is: [CH3:1][C:2]1[N:3]([CH2:18][C:19]2[O:23][N:22]=[C:21]([C:24]3[CH:25]=[CH:26][CH:27]=[CH:28][CH:29]=3)[CH:20]=2)[C:4]2[C:9]([CH:10]=1)=[C:8]([C:11]([F:12])([F:14])[F:13])[C:7]([C:15]#[N:16])=[CH:6][CH:5]=2. (6) Given the reactants [F:1][C:2]1[CH:7]=[CH:6][CH:5]=[C:4]([F:8])[C:3]=1[NH:9][C:10]([C:12]1[CH:16]=[CH:15][NH:14][N:13]=1)=[O:11].C(=O)([O-])[O-].[K+].[K+].[CH2:23]([O:30][C:31]1[CH:38]=[CH:37][CH:36]=[CH:35][C:32]=1[CH2:33]Br)[C:24]1[CH:29]=[CH:28][CH:27]=[CH:26][CH:25]=1, predict the reaction product. The product is: [F:1][C:2]1[CH:7]=[CH:6][CH:5]=[C:4]([F:8])[C:3]=1[NH:9][C:10]([C:12]1[CH:16]=[CH:15][N:14]([CH2:33][C:32]2[CH:35]=[CH:36][CH:37]=[CH:38][C:31]=2[O:30][CH2:23][C:24]2[CH:29]=[CH:28][CH:27]=[CH:26][CH:25]=2)[N:13]=1)=[O:11]. (7) Given the reactants [CH:1]([NH:4]C(C)C)(C)[CH3:2].[Li]CCCC.[CH3:13][O:14][C:15](=[O:24])[CH2:16][C:17]1[CH:22]=[CH:21][C:20]([Cl:23])=[CH:19][CH:18]=1.C([O-])(O)=O.[Na+], predict the reaction product. The product is: [CH3:13][O:14][C:15](=[O:24])[CH:16]([C:17]1[CH:22]=[CH:21][C:20]([Cl:23])=[CH:19][CH:18]=1)[CH2:2][C:1]#[N:4]. (8) Given the reactants FC(F)(F)C([O-])=O.COC1C=CC(C[N:17]2[C:21]3=[N:22][CH:23]=[CH:24][C:25]([O:26][C:27]4[CH:32]=[CH:31][C:30]([C:33](=[O:41])[NH:34][C:35]5[S:36][CH:37]=[C:38]([CH3:40])[N:39]=5)=[CH:29][CH:28]=4)=[C:20]3[C:19]([NH:42][C@@H:43]3[CH2:48][CH2:47][CH2:46][NH2+:45][CH2:44]3)=[N:18]2)=CC=1, predict the reaction product. The product is: [CH3:40][C:38]1[N:39]=[C:35]([NH:34][C:33](=[O:41])[C:30]2[CH:31]=[CH:32][C:27]([O:26][C:25]3[CH:24]=[CH:23][N:22]=[C:21]4[NH:17][N:18]=[C:19]([NH:42][C@@H:43]5[CH2:48][CH2:47][CH2:46][NH:45][CH2:44]5)[C:20]=34)=[CH:28][CH:29]=2)[S:36][CH:37]=1.